From a dataset of Catalyst prediction with 721,799 reactions and 888 catalyst types from USPTO. Predict which catalyst facilitates the given reaction. (1) Reactant: [CH:1]([S:4](Cl)(=[O:6])=[O:5])([CH3:3])[CH3:2].[C:8]([C:10]1([C:16]2[N:21]=[CH:20][C:19]([NH:22][C:23]([C:25]3[CH:26]=[N:27][N:28]([C:31]4[CH:36]=[CH:35][C:34]([C:37]([F:40])([F:39])[F:38])=[CH:33][N:32]=4)[C:29]=3[CH3:30])=[O:24])=[CH:18][CH:17]=2)[CH2:15][CH2:14][NH:13][CH2:12][CH2:11]1)#[N:9].C(=O)([O-])[O-].[K+].[K+].O. The catalyst class is: 9. Product: [C:8]([C:10]1([C:16]2[N:21]=[CH:20][C:19]([NH:22][C:23]([C:25]3[CH:26]=[N:27][N:28]([C:31]4[CH:36]=[CH:35][C:34]([C:37]([F:40])([F:39])[F:38])=[CH:33][N:32]=4)[C:29]=3[CH3:30])=[O:24])=[CH:18][CH:17]=2)[CH2:11][CH2:12][N:13]([S:4]([CH:1]([CH3:3])[CH3:2])(=[O:6])=[O:5])[CH2:14][CH2:15]1)#[N:9]. (2) The catalyst class is: 7. Product: [CH3:9][O:8][C:6]1[CH:5]=[CH:4][C:3]([CH2:10][C:12]2[CH:17]=[CH:16][CH:15]=[C:14]([O:18][CH3:19])[CH:13]=2)=[C:2]([OH:1])[CH:7]=1. Reactant: [OH:1][C:2]1[CH:7]=[C:6]([O:8][CH3:9])[CH:5]=[CH:4][C:3]=1[C:10]([C:12]1[CH:17]=[CH:16][CH:15]=[C:14]([O:18][CH3:19])[CH:13]=1)=O.C(N(CC)CC)C.ClC(OC)=O.